From a dataset of Forward reaction prediction with 1.9M reactions from USPTO patents (1976-2016). Predict the product of the given reaction. (1) Given the reactants C1C(O[C:8]2C=[CH:12][C:11]3[C:14]([O:16][C:17](=[O:18])[C:10]=3[CH:9]=2)=[O:15])=[CH:5][C:4]2[C:19](O[C:22](=O)[C:3]=2[CH:2]=1)=O.[CH3:36][CH:37]([NH2:39])[CH2:38][O:27][CH2:28][CH:29]([O:27][CH2:28][CH:29](O[CH2:36][CH:37]([NH2:39])[CH3:38])[CH3:30])[CH3:30].[CH2:41](O)[CH:42]([OH:44])[CH3:43].[NH2:46][C:47]1[CH:48]=[C:49]([OH:53])[CH:50]=[CH:51][CH:52]=1.CN1[C:59](=[O:60])[CH2:58][CH2:57][CH2:56]1, predict the reaction product. The product is: [CH3:41][C:42]1([CH3:43])[C:51]2[CH:52]=[C:47]([NH2:46])[CH:48]=[CH:49][C:50]=2[C:4]([C:3]2[CH:22]=[CH:36][C:37]([NH2:39])=[CH:38][CH:2]=2)([CH3:19])[CH2:5]1.[CH:56]1[C:41]([C:42]([C:43]2[CH:8]=[CH:9][C:10]3[C:17]([O:16][C:14](=[O:15])[C:11]=3[CH:12]=2)=[O:18])=[O:44])=[CH:30][C:29]2[C:28]([O:53][C:59](=[O:60])[C:58]=2[CH:57]=1)=[O:27]. (2) The product is: [Br:1][C:2]1[CH:7]=[CH:6][C:5]([NH:8][C:9](=[O:20])[NH:10][C:11]2[CH:12]=[C:13]([CH:14]=[CH:18][CH:19]=2)[C:25]([N:23]([CH3:24])[CH3:22])=[O:26])=[C:4]([F:21])[CH:3]=1. Given the reactants [Br:1][C:2]1[CH:7]=[CH:6][C:5]([NH:8][C:9](=[O:20])[NH:10][C:11]2[CH:19]=[CH:18][C:14](C(O)=O)=[CH:13][CH:12]=2)=[C:4]([F:21])[CH:3]=1.[CH3:22][N:23]([CH:25]=[O:26])[CH3:24].C1C=CC2N(O)N=NC=2C=1.CCN=C=NCCCN(C)C.Cl, predict the reaction product. (3) Given the reactants [C:1](=[O:36])([O:14][CH2:15]/[C:16](/[C:26]1[CH:31]=[CH:30][C:29]([S:32]([CH3:35])(=[O:34])=[O:33])=[CH:28][CH:27]=1)=[C:17](/[C:20]1[CH:25]=[CH:24][CH:23]=[CH:22][CH:21]=1)\[CH2:18][OH:19])[O:2][CH2:3][CH:4]([O:10][N+:11]([O-:13])=[O:12])[CH2:5][O:6][N+:7]([O-:9])=[O:8].CC(OI1(OC(C)=O)(OC(C)=O)OC(=O)C2C=CC=CC1=2)=[O:39].CC(=CC)C.P(=O)(O)(O)O.[O-]Cl=O.[Na+], predict the reaction product. The product is: [N+:11]([O:10][CH:4]([CH2:5][O:6][N+:7]([O-:9])=[O:8])[CH2:3][O:2][C:1]([O:14][CH2:15][C:16]([C:26]1[CH:31]=[CH:30][C:29]([S:32]([CH3:35])(=[O:33])=[O:34])=[CH:28][CH:27]=1)=[C:17]([C:20]1[CH:25]=[CH:24][CH:23]=[CH:22][CH:21]=1)[C:18]([OH:39])=[O:19])=[O:36])([O-:13])=[O:12]. (4) Given the reactants [NH:1]1[CH2:6][CH2:5][CH:4]([N:7]2[CH:11]=[C:10]([C:12]3[CH:17]=[N:16][N:15]4[C:18]([C:21]5[CH:22]=[C:23]([NH:27][C:28]([NH:30][CH2:31][C:32]([F:35])([F:34])[F:33])=[O:29])[CH:24]=[CH:25][CH:26]=5)=[CH:19][N:20]=[C:14]4[CH:13]=3)[CH:9]=[N:8]2)[CH2:3][CH2:2]1.[OH:36][C:37]1([C:40](O)=[O:41])[CH2:39][CH2:38]1, predict the reaction product. The product is: [OH:36][C:37]1([C:40]([N:1]2[CH2:6][CH2:5][CH:4]([N:7]3[CH:11]=[C:10]([C:12]4[CH:17]=[N:16][N:15]5[C:18]([C:21]6[CH:22]=[C:23]([NH:27][C:28]([NH:30][CH2:31][C:32]([F:33])([F:35])[F:34])=[O:29])[CH:24]=[CH:25][CH:26]=6)=[CH:19][N:20]=[C:14]5[CH:13]=4)[CH:9]=[N:8]3)[CH2:3][CH2:2]2)=[O:41])[CH2:39][CH2:38]1.